Task: Predict the reaction yield, written as a fraction of the theoretical maximum amount of product (1.0 means a 100% yield; for example, 0.34 means a 34% yield).. Dataset: Reaction yield outcomes from USPTO patents with 853,638 reactions (1) The reactants are [F:1][C:2]1[C:21]([NH:22][S:23]([CH2:26][CH2:27][CH3:28])(=[O:25])=[O:24])=[CH:20][CH:19]=[C:18]([F:29])[C:3]=1[C:4]([C:6]1[C:14]2[C:9](=[N:10][CH:11]=[C:12]([C:15](O)=[O:16])[CH:13]=2)[NH:8][CH:7]=1)=[O:5].[CH2:30]([NH2:32])[CH3:31].F[P-](F)(F)(F)(F)F.Br[P+](N1CCCC1)(N1CCCC1)N1CCCC1.C(N(CC)CC)C. The catalyst is O1CCCC1.O. The product is [CH2:30]([NH:32][C:15]([C:12]1[CH:13]=[C:14]2[C:6]([C:4](=[O:5])[C:3]3[C:18]([F:29])=[CH:19][CH:20]=[C:21]([NH:22][S:23]([CH2:26][CH2:27][CH3:28])(=[O:24])=[O:25])[C:2]=3[F:1])=[CH:7][NH:8][C:9]2=[N:10][CH:11]=1)=[O:16])[CH3:31]. The yield is 0.330. (2) The reactants are [CH3:1][NH:2][CH3:3].[CH2:4]=O.[N+:6]([C:9]1[CH:17]=[C:16]2[C:12]([CH:13]=[CH:14][NH:15]2)=[CH:11][CH:10]=1)([O-:8])=[O:7].[OH-].[Na+]. The catalyst is C(O)(=O)C. The product is [CH3:1][N:2]([CH3:4])[CH2:3][C:13]1[C:12]2[C:16](=[CH:17][C:9]([N+:6]([O-:8])=[O:7])=[CH:10][CH:11]=2)[NH:15][CH:14]=1. The yield is 0.870. (3) The reactants are [CH3:1][CH:2]([CH3:18])[C:3]([NH:5][C:6]1[CH:11]=[CH:10][CH:9]=[C:8]([CH:12]2[CH2:17][CH2:16][NH:15][CH2:14][CH2:13]2)[CH:7]=1)=[O:4].Cl[CH2:20][CH2:21][CH2:22][C:23]([C:25]1[CH:30]=[CH:29][C:28]([CH3:31])=[C:27]([CH3:32])[CH:26]=1)=[O:24].C([O-])([O-])=O.[K+].[K+].[Na+].[I-]. The catalyst is CN(C=O)C. The product is [CH3:32][C:27]1[CH:26]=[C:25]([C:23](=[O:24])[CH2:22][CH2:21][CH2:20][N:15]2[CH2:16][CH2:17][CH:12]([C:8]3[CH:7]=[C:6]([NH:5][C:3](=[O:4])[CH:2]([CH3:18])[CH3:1])[CH:11]=[CH:10][CH:9]=3)[CH2:13][CH2:14]2)[CH:30]=[CH:29][C:28]=1[CH3:31]. The yield is 0.800.